This data is from Retrosynthesis with 50K atom-mapped reactions and 10 reaction types from USPTO. The task is: Predict the reactants needed to synthesize the given product. (1) Given the product OC1(Cc2ccccc2)CCNCC1, predict the reactants needed to synthesize it. The reactants are: OC1(Cc2ccccc2)CCN(Cc2ccccc2)CC1. (2) Given the product CNc1nc2c(c(N(C)c3ccc(OC)cc3)n1)CCC2, predict the reactants needed to synthesize it. The reactants are: CN.COc1ccc(N(C)c2nc(Cl)nc3c2CCC3)cc1. (3) Given the product Cc1n[nH]c2c1C(=O)CCC2, predict the reactants needed to synthesize it. The reactants are: CC(=O)C1C(=O)CCCC1=O.NN. (4) Given the product O=C(O)c1ccc(CNC(=O)C(F)(F)F)cc1, predict the reactants needed to synthesize it. The reactants are: NCc1ccc(C(=O)O)cc1.O=C(OC(=O)C(F)(F)F)C(F)(F)F. (5) Given the product CS(=O)(=O)OCCOc1cccc2ccccc12, predict the reactants needed to synthesize it. The reactants are: CS(=O)(=O)Cl.OCCOc1cccc2ccccc12. (6) The reactants are: COCc1cc(OC)c(-c2csc3c(NC(=O)C4(O)CC4)c(OC)nn23)c(OC)c1. Given the product COCc1cc(OC)c(-c2csc3c(NCC4(O)CC4)c(OC)nn23)c(OC)c1, predict the reactants needed to synthesize it.